This data is from Peptide-MHC class I binding affinity with 185,985 pairs from IEDB/IMGT. The task is: Regression. Given a peptide amino acid sequence and an MHC pseudo amino acid sequence, predict their binding affinity value. This is MHC class I binding data. (1) The peptide sequence is KTKDYVNGL. The MHC is Patr-A0901 with pseudo-sequence Patr-A0901. The binding affinity (normalized) is 0.195. (2) The peptide sequence is VDINRNNKF. The MHC is HLA-A24:02 with pseudo-sequence HLA-A24:02. The binding affinity (normalized) is 0.128. (3) The peptide sequence is KLMPGSIYV. The MHC is HLA-B40:01 with pseudo-sequence HLA-B40:01. The binding affinity (normalized) is 0.0847. (4) The peptide sequence is LQPQNGQFI. The MHC is H-2-Db with pseudo-sequence H-2-Db. The binding affinity (normalized) is 0.498. (5) The peptide sequence is SVDVDIYDAV. The MHC is HLA-A02:02 with pseudo-sequence HLA-A02:02. The binding affinity (normalized) is 1.00. (6) The binding affinity (normalized) is 1.00. The MHC is Mamu-A11 with pseudo-sequence Mamu-A11. The peptide sequence is LEMCHSTQI. (7) The peptide sequence is LILSCIFAFI. The MHC is HLA-A03:01 with pseudo-sequence HLA-A03:01. The binding affinity (normalized) is 0.367. (8) The peptide sequence is YFENSDLNL. The MHC is HLA-B39:01 with pseudo-sequence HLA-B39:01. The binding affinity (normalized) is 0.0847.